From a dataset of NCI-60 drug combinations with 297,098 pairs across 59 cell lines. Regression. Given two drug SMILES strings and cell line genomic features, predict the synergy score measuring deviation from expected non-interaction effect. (1) Drug 2: CC12CCC3C(C1CCC2O)C(CC4=C3C=CC(=C4)O)CCCCCCCCCS(=O)CCCC(C(F)(F)F)(F)F. Cell line: BT-549. Drug 1: C1=C(C(=O)NC(=O)N1)N(CCCl)CCCl. Synergy scores: CSS=23.3, Synergy_ZIP=0.549, Synergy_Bliss=1.61, Synergy_Loewe=-0.694, Synergy_HSA=0.863. (2) Drug 1: C1CN1P(=S)(N2CC2)N3CC3. Drug 2: C1=NNC2=C1C(=O)NC=N2. Cell line: 786-0. Synergy scores: CSS=0.279, Synergy_ZIP=-0.966, Synergy_Bliss=-0.208, Synergy_Loewe=-2.64, Synergy_HSA=-1.57.